Dataset: NCI-60 drug combinations with 297,098 pairs across 59 cell lines. Task: Regression. Given two drug SMILES strings and cell line genomic features, predict the synergy score measuring deviation from expected non-interaction effect. (1) Drug 1: CC1CCC2CC(C(=CC=CC=CC(CC(C(=O)C(C(C(=CC(C(=O)CC(OC(=O)C3CCCCN3C(=O)C(=O)C1(O2)O)C(C)CC4CCC(C(C4)OC)O)C)C)O)OC)C)C)C)OC. Drug 2: CC(C)CN1C=NC2=C1C3=CC=CC=C3N=C2N. Cell line: OVCAR-8. Synergy scores: CSS=24.4, Synergy_ZIP=-6.85, Synergy_Bliss=-0.460, Synergy_Loewe=-8.33, Synergy_HSA=-0.477. (2) Drug 1: CN(C)C1=NC(=NC(=N1)N(C)C)N(C)C. Drug 2: CC1=C2C(C(=O)C3(C(CC4C(C3C(C(C2(C)C)(CC1OC(=O)C(C(C5=CC=CC=C5)NC(=O)C6=CC=CC=C6)O)O)OC(=O)C7=CC=CC=C7)(CO4)OC(=O)C)O)C)OC(=O)C. Cell line: OVCAR-5. Synergy scores: CSS=35.5, Synergy_ZIP=1.90, Synergy_Bliss=3.23, Synergy_Loewe=-48.2, Synergy_HSA=0.450. (3) Drug 2: COCCOC1=C(C=C2C(=C1)C(=NC=N2)NC3=CC=CC(=C3)C#C)OCCOC.Cl. Drug 1: C1=NNC2=C1C(=O)NC=N2. Cell line: SF-268. Synergy scores: CSS=-0.476, Synergy_ZIP=-1.25, Synergy_Bliss=-2.49, Synergy_Loewe=-2.72, Synergy_HSA=-2.50. (4) Drug 1: CN1C2=C(C=C(C=C2)N(CCCl)CCCl)N=C1CCCC(=O)O.Cl. Drug 2: CC12CCC3C(C1CCC2OP(=O)(O)O)CCC4=C3C=CC(=C4)OC(=O)N(CCCl)CCCl.[Na+]. Cell line: SF-539. Synergy scores: CSS=1.17, Synergy_ZIP=2.06, Synergy_Bliss=4.73, Synergy_Loewe=-2.37, Synergy_HSA=2.36. (5) Drug 1: C1=NNC2=C1C(=O)NC=N2. Drug 2: COC1=C2C(=CC3=C1OC=C3)C=CC(=O)O2. Cell line: HL-60(TB). Synergy scores: CSS=-3.96, Synergy_ZIP=0.980, Synergy_Bliss=-2.89, Synergy_Loewe=-6.57, Synergy_HSA=-6.41.